This data is from Forward reaction prediction with 1.9M reactions from USPTO patents (1976-2016). The task is: Predict the product of the given reaction. (1) Given the reactants [H-].[Na+].[Br:3][C:4]1[CH:5]=[CH:6][C:7](=[O:10])[NH:8][CH:9]=1.Br[CH2:12][CH:13]1[CH2:15][CH2:14]1.O, predict the reaction product. The product is: [Br:3][C:4]1[CH:5]=[CH:6][C:7](=[O:10])[N:8]([CH2:12][CH:13]2[CH2:15][CH2:14]2)[CH:9]=1. (2) The product is: [CH3:1][O:2][C:3]([CH:5]1[CH2:9][CH:8]([N:10]([C:43]([O:42][C:39]([CH3:41])([CH3:40])[CH3:38])=[O:44])[CH2:21][C:20]2[CH:23]=[CH:24][C:25]([F:27])=[CH:26][C:19]=2[F:18])[CH2:7][N:6]1[CH2:11][C:12]1[CH:17]=[CH:16][CH:15]=[CH:14][CH:13]=1)=[O:4]. Given the reactants [CH3:1][O:2][C:3]([CH:5]1[CH2:9][CH:8]([NH2:10])[CH2:7][N:6]1[CH2:11][C:12]1[CH:17]=[CH:16][CH:15]=[CH:14][CH:13]=1)=[O:4].[F:18][C:19]1[CH:26]=[C:25]([F:27])[CH:24]=[CH:23][C:20]=1[CH:21]=O.[O-]S([O-])(=O)=O.[Mg+2].[BH3-]C#N.[Na+].[CH3:38][C:39]([O:42][C:43](O[C:43]([O:42][C:39]([CH3:41])([CH3:40])[CH3:38])=[O:44])=[O:44])([CH3:41])[CH3:40], predict the reaction product. (3) Given the reactants [CH2:1]([O:8][C:9]1[CH:14]=[CH:13][C:12]([C@H:15]2[N:18]([C:19]3[CH:24]=[CH:23][C:22]([F:25])=[CH:21][CH:20]=3)[C:17](=[O:26])[C@@H:16]2[CH2:27][CH2:28][C:29]([C:31]2[CH:36]=[CH:35][C:34]([F:37])=[CH:33][CH:32]=2)=[O:30])=[CH:11][CH:10]=1)[C:2]1[CH:7]=[CH:6][CH:5]=[CH:4][CH:3]=1.CB1N2CCC[C@@H]2C(C2C=CC=CC=2)(C2C=CC=CC=2)O1.B.CSC.Cl, predict the reaction product. The product is: [CH2:1]([O:8][C:9]1[CH:10]=[CH:11][C:12]([C@H:15]2[N:18]([C:19]3[CH:24]=[CH:23][C:22]([F:25])=[CH:21][CH:20]=3)[C:17](=[O:26])[C@@H:16]2[CH2:27][CH2:28][C@@H:29]([C:31]2[CH:36]=[CH:35][C:34]([F:37])=[CH:33][CH:32]=2)[OH:30])=[CH:13][CH:14]=1)[C:2]1[CH:3]=[CH:4][CH:5]=[CH:6][CH:7]=1. (4) Given the reactants Br[C:2]1[CH:3]=[C:4]2[O:10][C:9]([NH:11][C:12]([O:14][C:15]([CH3:18])([CH3:17])[CH3:16])=[O:13])=[C:8]([C:19]([O:21][CH2:22][CH3:23])=[O:20])[C:5]2=[N:6][CH:7]=1.Br[Zn][CH:26]1[CH2:29][CH2:28][CH2:27]1.C1(P(C2CCCCC2)C2C=CC=CC=2C2C(OC)=CC=CC=2OC)CCCCC1, predict the reaction product. The product is: [C:15]([O:14][C:12]([NH:11][C:9]1[O:10][C:4]2[C:5](=[N:6][CH:7]=[C:2]([CH:26]3[CH2:29][CH2:28][CH2:27]3)[CH:3]=2)[C:8]=1[C:19]([O:21][CH2:22][CH3:23])=[O:20])=[O:13])([CH3:18])([CH3:17])[CH3:16]. (5) Given the reactants [F:1][C:2]1[CH:7]=[CH:6][C:5]([N+:8]([O-])=O)=[C:4]([O:11][CH2:12][CH2:13][O:14][C:15]2[CH:20]=[CH:19][CH:18]=[CH:17][C:16]=2[N+:21]([O-])=O)[CH:3]=1.C(O)(=O)C, predict the reaction product. The product is: [NH2:21][C:16]1[CH:17]=[CH:18][CH:19]=[CH:20][C:15]=1[O:14][CH2:13][CH2:12][O:11][C:4]1[CH:3]=[C:2]([F:1])[CH:7]=[CH:6][C:5]=1[NH2:8]. (6) Given the reactants [CH:1]1([C:7]2[CH:13]=[CH:12][C:10]([OH:11])=[CH:9][C:8]=2[OH:14])[CH2:6][CH2:5][CH2:4][CH2:3][CH2:2]1.[C:15](O)(=[O:18])[CH:16]=[CH2:17], predict the reaction product. The product is: [CH:1]1([C:7]2[CH:13]=[C:12]3[C:10](=[CH:9][C:8]=2[OH:14])[O:11][C:15](=[O:18])[CH2:16][CH2:17]3)[CH2:2][CH2:3][CH2:4][CH2:5][CH2:6]1. (7) The product is: [Br:1][C:2]1[CH:3]=[C:4]2[N:10]([CH2:12][C:13]3[CH:14]=[N:15][CH:16]=[C:17]([F:19])[CH:18]=3)[CH:9]=[CH:8][C:5]2=[N:6][CH:7]=1. Given the reactants [Br:1][C:2]1[CH:3]=[C:4]2[NH:10][CH:9]=[CH:8][C:5]2=[N:6][CH:7]=1.Cl[CH2:12][C:13]1[CH:14]=[N:15][CH:16]=[C:17]([F:19])[CH:18]=1, predict the reaction product. (8) Given the reactants [C:1]([C:5]1[O:9][N:8]=[C:7]([NH:10][C:11]([NH:13][C:14]2[CH:19]=[CH:18][CH:17]=[C:16]([O:20][C:21]3[C:30]4[C:25](=[CH:26][C:27]([O:35][CH3:36])=[C:28]([O:31][CH2:32][CH2:33]Cl)[CH:29]=4)[N:24]=[CH:23][N:22]=3)[CH:15]=2)=[O:12])[CH:6]=1)([CH3:4])([CH3:3])[CH3:2].[CH3:37][N:38]1[CH2:43][CH2:42][NH:41][CH2:40][CH2:39]1, predict the reaction product. The product is: [C:1]([C:5]1[O:9][N:8]=[C:7]([NH:10][C:11]([NH:13][C:14]2[CH:19]=[CH:18][CH:17]=[C:16]([O:20][C:21]3[C:30]4[C:25](=[CH:26][C:27]([O:35][CH3:36])=[C:28]([O:31][CH2:32][CH2:33][N:41]5[CH2:42][CH2:43][N:38]([CH3:37])[CH2:39][CH2:40]5)[CH:29]=4)[N:24]=[CH:23][N:22]=3)[CH:15]=2)=[O:12])[CH:6]=1)([CH3:4])([CH3:3])[CH3:2].